From a dataset of Full USPTO retrosynthesis dataset with 1.9M reactions from patents (1976-2016). Predict the reactants needed to synthesize the given product. (1) Given the product [F:19][C:13]1[CH:14]=[CH:15][CH:16]=[C:17]([F:18])[C:12]=1[C:11]1[C:10](=[O:20])[CH:9]=[CH:8][N:6]2[C:5]=1[CH:4]=[CH:3][C:2]([NH:30][C:29]1[CH:31]=[CH:32][C:33]([F:35])=[CH:34][C:28]=1[F:27])=[N:7]2, predict the reactants needed to synthesize it. The reactants are: Cl[C:2]1[CH:3]=[CH:4][C:5]2[N:6]([CH:8]=[CH:9][C:10](=[O:20])[C:11]=2[C:12]2[C:17]([F:18])=[CH:16][CH:15]=[CH:14][C:13]=2[F:19])[N:7]=1.[O-]CCCC.[Na+].[F:27][C:28]1[CH:34]=[C:33]([F:35])[CH:32]=[CH:31][C:29]=1[NH2:30]. (2) Given the product [C:19]([N:16]1[CH2:15][CH2:14][C:13]2([CH2:9][C:8](=[O:10])[C:5]3[C:4](=[CH:3][C:2]([F:1])=[CH:7][CH:6]=3)[O:11]2)[CH2:18][CH2:17]1)([O:21][C:22]([CH3:25])([CH3:24])[CH3:23])=[O:20], predict the reactants needed to synthesize it. The reactants are: [F:1][C:2]1[CH:7]=[CH:6][C:5]([C:8](=[O:10])[CH3:9])=[C:4]([OH:11])[CH:3]=1.O=[C:13]1[CH2:18][CH2:17][N:16]([C:19]([O:21][C:22]([CH3:25])([CH3:24])[CH3:23])=[O:20])[CH2:15][CH2:14]1.N1CCCC1. (3) The reactants are: [NH:1]1[CH2:6][CH2:5][CH:4]([NH:7][C:8]([NH:10][C:11]2[CH:16]=[CH:15][C:14]([O:17][C:18]([F:21])([F:20])[F:19])=[CH:13][CH:12]=2)=[O:9])[CH2:3][CH2:2]1.[C:22](O)(=[O:29])[C:23]1[CH:28]=[CH:27][N:26]=[CH:25][CH:24]=1. Given the product [C:22]([N:1]1[CH2:6][CH2:5][CH:4]([NH:7][C:8]([NH:10][C:11]2[CH:16]=[CH:15][C:14]([O:17][C:18]([F:19])([F:20])[F:21])=[CH:13][CH:12]=2)=[O:9])[CH2:3][CH2:2]1)(=[O:29])[C:23]1[CH:28]=[CH:27][N:26]=[CH:25][CH:24]=1, predict the reactants needed to synthesize it. (4) Given the product [CH2:25]([N:32]1[CH:2]=[C:1]([C:3]2[CH:24]=[CH:23][C:6]3[C:7]([NH:16][CH:17]([CH3:22])[C:18]([CH3:20])([CH3:19])[CH3:21])=[N:8][C:9]4[CH:10]=[CH:11][NH:12][C:13](=[O:15])[C:14]=4[C:5]=3[CH:4]=2)[N:34]=[N:33]1)[C:26]1[CH:31]=[CH:30][CH:29]=[CH:28][CH:27]=1, predict the reactants needed to synthesize it. The reactants are: [C:1]([C:3]1[CH:24]=[CH:23][C:6]2[C:7]([NH:16][CH:17]([CH3:22])[C:18]([CH3:21])([CH3:20])[CH3:19])=[N:8][C:9]3[CH:10]=[CH:11][NH:12][C:13](=[O:15])[C:14]=3[C:5]=2[CH:4]=1)#[CH:2].[CH2:25]([N:32]=[N+:33]=[N-:34])[C:26]1[CH:31]=[CH:30][CH:29]=[CH:28][CH:27]=1. (5) Given the product [F:23][C:12]([F:11])([C:16]1[CH:21]=[CH:20][C:19]([F:22])=[CH:18][CH:17]=1)[C:13]([NH:1][C:2]1[S:3][C:4]([CH3:10])=[CH:5][C:6]=1[C:7]([NH2:9])=[O:8])=[O:14], predict the reactants needed to synthesize it. The reactants are: [NH2:1][C:2]1[S:3][C:4]([CH3:10])=[CH:5][C:6]=1[C:7]([NH2:9])=[O:8].[F:11][C:12]([F:23])([C:16]1[CH:21]=[CH:20][C:19]([F:22])=[CH:18][CH:17]=1)[C:13](O)=[O:14].CN(C(ON1N=NC2C=CC=NC1=2)=[N+](C)C)C.F[P-](F)(F)(F)(F)F.C(N(C(C)C)CC)(C)C. (6) Given the product [N+:58]([CH2:61][CH:62]([C:64]1[CH:69]=[CH:68][CH:67]=[CH:66][CH:65]=1)[CH3:63])([O-:60])=[O:59], predict the reactants needed to synthesize it. The reactants are: CC1C=CC(P(C2C=CC3C(=CC=CC=3)C=2C2C3C(=CC=CC=3)C=CC=2P(C2C=CC(C)=CC=2)C2C=CC(C)=CC=2)C2C=CC(C)=CC=2)=CC=1.C1([SiH3])C=CC=CC=1.[N+:58](/[CH:61]=[C:62](/[C:64]1[CH:69]=[CH:68][CH:67]=[CH:66][CH:65]=1)\[CH3:63])([O-:60])=[O:59].[F-].C([N+](CCCC)(CCCC)CCCC)CCC.